The task is: Predict the product of the given reaction.. This data is from Forward reaction prediction with 1.9M reactions from USPTO patents (1976-2016). (1) The product is: [CH3:40][C:38]1[CH:39]=[C:34]([N:1]([CH3:2])[C:14]2[CH:5]=[CH:6][CH:7]=[CH:8][CH:13]=2)[CH:35]=[C:36]([CH3:41])[CH:37]=1. Given the reactants [N:1]1[C:14]2[C:5](=[CH:6][CH:7]=[C:8]3[C:13]=2N=CC=C3)C=C[CH:2]=1.CC(C)([O-])C.[Na+].CCCCCCCCCCCC.I[C:34]1[CH:35]=[C:36]([CH3:41])[CH:37]=[C:38]([CH3:40])[CH:39]=1.CNC1C=CC=CC=1, predict the reaction product. (2) Given the reactants C([O:3][C:4](=[O:23])[C:5]([O:15][C:16]1[CH:21]=[CH:20][C:19]([Cl:22])=[CH:18][CH:17]=1)([CH3:14])[CH2:6][C:7]1[CH:12]=[CH:11][C:10]([OH:13])=[CH:9][CH:8]=1)C.[CH3:24][C:25]1[O:29][C:28]([C:30]2[CH:35]=[CH:34][CH:33]=[C:32]([C:36]3[S:37][CH:38]=[CH:39][CH:40]=3)[CH:31]=2)=[N:27][C:26]=1[CH2:41][CH2:42]OS(C1C=CC(C)=CC=1)(=O)=O.C([O-])([O-])=O.[K+].[K+].[OH-].[Na+], predict the reaction product. The product is: [Cl:22][C:19]1[CH:20]=[CH:21][C:16]([O:15][C:5]([CH3:14])([CH2:6][C:7]2[CH:8]=[CH:9][C:10]([O:13][CH2:42][CH2:41][C:26]3[N:27]=[C:28]([C:30]4[CH:35]=[CH:34][CH:33]=[C:32]([C:36]5[S:37][CH:38]=[CH:39][CH:40]=5)[CH:31]=4)[O:29][C:25]=3[CH3:24])=[CH:11][CH:12]=2)[C:4]([OH:3])=[O:23])=[CH:17][CH:18]=1. (3) Given the reactants [F:1][C:2]1[CH:3]=[C:4]([CH:12]=[CH:13][C:14]=1[N:15]1[CH2:20][CH2:19][NH:18][CH2:17][CH2:16]1)[CH2:5][NH:6][C:7]([CH:9]1[CH2:11][CH2:10]1)=[O:8].Cl[CH:22]([C:28]1[CH:33]=[CH:32][CH:31]=[CH:30][CH:29]=1)[C:23]1[O:24][CH:25]=[CH:26][N:27]=1.C(=O)([O-])[O-].[K+].[K+], predict the reaction product. The product is: [F:1][C:2]1[CH:3]=[C:4]([CH:12]=[CH:13][C:14]=1[N:15]1[CH2:16][CH2:17][N:18]([CH:22]([C:23]2[O:24][CH:25]=[CH:26][N:27]=2)[C:28]2[CH:29]=[CH:30][CH:31]=[CH:32][CH:33]=2)[CH2:19][CH2:20]1)[CH2:5][NH:6][C:7]([CH:9]1[CH2:11][CH2:10]1)=[O:8]. (4) Given the reactants [NH2:1][CH:2]1[C:8](=[O:9])[N:7]([CH3:10])[C:6]2[CH:11]=[CH:12][CH:13]=[CH:14][C:5]=2[C:4]2[CH:15]=[CH:16][CH:17]=[CH:18][C:3]1=2.[CH3:19][CH:20]([C:24]([NH:26][CH2:27][C:28]1[CH:33]=[C:32]([F:34])[CH:31]=[C:30]([F:35])[C:29]=1[F:36])=[O:25])[C:21](O)=[O:22], predict the reaction product. The product is: [CH3:19][CH:20]([C:24]([NH:26][CH2:27][C:28]1[CH:33]=[C:32]([F:34])[CH:31]=[C:30]([F:35])[C:29]=1[F:36])=[O:25])[C:21]([NH:1][CH:2]1[C:8](=[O:9])[N:7]([CH3:10])[C:6]2[CH:11]=[CH:12][CH:13]=[CH:14][C:5]=2[C:4]2[CH:15]=[CH:16][CH:17]=[CH:18][C:3]1=2)=[O:22]. (5) Given the reactants C([N:3]([C:31](=O)[C:32]1[CH:37]=[CH:36][C:35](O)=[CH:34]C=1)[C:4]1[CH:9]=[C:8]([O:10][CH3:11])[C:7]([O:12][CH3:13])=[CH:6][C:5]=1[C@@H:14]1[CH2:23][CH2:22][C:21]2[CH:20]=[C:19]([O:24]C(=O)C(C)(C)C)[CH:18]=[CH:17][C:16]=2[CH2:15]1)C.[C:40]([N:44]([CH3:49])[C:45](=O)[CH2:46]Cl)([CH3:43])([CH3:42])[CH3:41], predict the reaction product. The product is: [C:40]([N:44]([CH3:49])[CH2:45][CH2:46][O:10][C:8]1[CH:7]=[CH:6][C:36]([CH2:37][CH2:32][CH2:31][NH:3][C:4]2[CH:9]=[C:8]([O:10][CH3:11])[C:7]([O:12][CH3:13])=[CH:6][C:5]=2[C@@H:14]2[CH2:23][CH2:22][C:21]3[CH:20]=[C:19]([OH:24])[CH:18]=[CH:17][C:16]=3[CH2:15]2)=[CH:35][CH:34]=1)([CH3:43])([CH3:42])[CH3:41]. (6) Given the reactants [CH:1]([C:3]1[CH:11]=[CH:10][C:6]([C:7](Cl)=[O:8])=[CH:5][CH:4]=1)=[CH2:2].[F:12][C:13]([F:20])([S:16]([O-:19])(=[O:18])=[O:17])[CH2:14][OH:15].[C:21]1([S+:27]([C:34]2[CH:39]=[CH:38][CH:37]=[CH:36][CH:35]=2)[C:28]2[CH:33]=[CH:32][CH:31]=[CH:30][CH:29]=2)[CH:26]=[CH:25][CH:24]=[CH:23][CH:22]=1.C(N(CC)CC)C.Cl, predict the reaction product. The product is: [F:12][C:13]([F:20])([S:16]([O-:19])(=[O:18])=[O:17])[CH2:14][O:15][C:7](=[O:8])[C:6]1[CH:10]=[CH:11][C:3]([CH:1]=[CH2:2])=[CH:4][CH:5]=1.[C:34]1([S+:27]([C:21]2[CH:22]=[CH:23][CH:24]=[CH:25][CH:26]=2)[C:28]2[CH:33]=[CH:32][CH:31]=[CH:30][CH:29]=2)[CH:35]=[CH:36][CH:37]=[CH:38][CH:39]=1. (7) The product is: [NH2:1][C:4]1[CH:9]=[CH:8][CH:7]=[CH:6][C:5]=1[C:10]1[O:11][C:12]2[CH:18]=[CH:17][CH:16]=[CH:15][C:13]=2[N:14]=1. Given the reactants [N+:1]([C:4]1[CH:9]=[CH:8][CH:7]=[CH:6][C:5]=1[C:10]1[O:11][C:12]2[CH:18]=[CH:17][CH:16]=[CH:15][C:13]=2[N:14]=1)([O-])=O.O.O.Cl[Sn]Cl, predict the reaction product.